This data is from Retrosynthesis with 50K atom-mapped reactions and 10 reaction types from USPTO. The task is: Predict the reactants needed to synthesize the given product. (1) The reactants are: CC1(O)CC1.O=C(Cl)Oc1ccc([N+](=O)[O-])cc1. Given the product CC1(OC(=O)Oc2ccc([N+](=O)[O-])cc2)CC1, predict the reactants needed to synthesize it. (2) Given the product CC(C)(C)OC(=O)c1cccc(CN2CN(c3ccc(F)cc3)C3(CCN(CCCN4C(=O)C(C)(C)c5ccccc54)CC3)C2=O)c1, predict the reactants needed to synthesize it. The reactants are: CC(C)(C)OC(=O)c1cccc(CN2CN(c3ccc(F)cc3)C3(CCNCC3)C2=O)c1.CC1(C)C(=O)N(CCCCl)c2ccccc21.